From a dataset of Blood-brain barrier permeability regression values from the B3DB database. Regression/Classification. Given a drug SMILES string, predict its absorption, distribution, metabolism, or excretion properties. Task type varies by dataset: regression for continuous measurements (e.g., permeability, clearance, half-life) or binary classification for categorical outcomes (e.g., BBB penetration, CYP inhibition). For this dataset (b3db_regression), we predict Y. (1) The molecule is C1CCN(CC1)CC2=CC(=CC=C2)OCCCNC3=NC4=CC=CC=C4O3. The Y is 0.220 log(BB ratio). (2) The molecule is CC(CC1=CC=CC=C1)N. The Y is 0.930 log(BB ratio). (3) The compound is [Xe]. The Y is 0.0300 log(BB ratio). (4) The drug is C1CC1NC2=C3C(=NC(=N2)N)N(C=N3)[C@@H]4C[C@H](C=C4)CO. The Y is -0.220 log(BB ratio). (5) The molecule is C[C@@H](C1=CC=CC=C1)NC2=NC=CC(=C2)C3=C(N=C(N3C)C4CCNCC4)C5=CC(=CC=C5)C(F)(F)F. The Y is 0.0100 log(BB ratio). (6) The molecule is CCC1(CNC(=O)NC1=O)CCC(C)C. The Y is 0.0400 log(BB ratio). (7) The compound is CC1=NC=CN1CC2CCC3=C(C2=O)C4=CC=CC=C4N3C. The Y is 0.280 log(BB ratio). (8) The molecule is CC(=C)C(=O)/C(=C\C(=O)O)/OC. The Y is -0.790 log(BB ratio).